From a dataset of CYP1A2 inhibition data for predicting drug metabolism from PubChem BioAssay. Regression/Classification. Given a drug SMILES string, predict its absorption, distribution, metabolism, or excretion properties. Task type varies by dataset: regression for continuous measurements (e.g., permeability, clearance, half-life) or binary classification for categorical outcomes (e.g., BBB penetration, CYP inhibition). Dataset: cyp1a2_veith. (1) The compound is O=C(Oc1ccc2ccccc2c1Br)N1CCCCCC1. The result is 1 (inhibitor). (2) The drug is CN(C)c1ccc(-c2nc(NCCN3CCOCC3)c3ccccc3n2)cc1. The result is 1 (inhibitor). (3) The drug is CCOC(=O)Nc1ccc(S(=O)(=O)NCc2ccccc2)cc1. The result is 0 (non-inhibitor). (4) The compound is Cc1cccc(CNc2ncnc3ccc(-c4ccoc4)cc23)c1. The result is 1 (inhibitor). (5) The compound is CC(C)NC(=O)N1CCC2(CC1)CCN(C(=O)c1cccn1C)CC2. The result is 0 (non-inhibitor). (6) The result is 1 (inhibitor). The drug is Cn1c(=O)c2c(nc(C(=N)SCC(=O)O)n2C)n(C)c1=O. (7) The compound is CCOC(=O)c1cccc2c1-c1ccccc1/C2=N/O. The result is 1 (inhibitor). (8) The molecule is COc1cccc(C(=O)/C=C/c2ccc(SC)cc2)c1. The result is 1 (inhibitor). (9) The drug is O=C1C(=O)N(Cc2ccc(Cl)c(Cl)c2)c2ccccc21. The result is 1 (inhibitor).